Predict the reaction yield, written as a fraction of the theoretical maximum amount of product (1.0 means a 100% yield; for example, 0.34 means a 34% yield). From a dataset of Reaction yield outcomes from USPTO patents with 853,638 reactions. (1) The reactants are Br[C:2]1[S:6][C:5]2[CH2:7][CH2:8][CH2:9][CH2:10][C:11](=[O:12])[C:4]=2[CH:3]=1.O1CCOCC1.[N:19]1[CH:24]=[CH:23][C:22](B(O)O)=[CH:21][CH:20]=1.C(=O)([O-])[O-].[Cs+].[Cs+].ClCCl. The catalyst is C(OCC)(=O)C.O.C1C=CC(P(C2C=CC=CC=2)[C-]2C=CC=C2)=CC=1.C1C=CC(P(C2C=CC=CC=2)[C-]2C=CC=C2)=CC=1.Cl[Pd]Cl.[Fe+2]. The product is [N:19]1[CH:24]=[CH:23][C:22]([C:2]2[S:6][C:5]3[CH2:7][CH2:8][CH2:9][CH2:10][C:11](=[O:12])[C:4]=3[CH:3]=2)=[CH:21][CH:20]=1. The yield is 0.680. (2) The reactants are [OH:1][C:2]1[CH:7]=[CH:6][C:5]([Cl:8])=[CH:4][C:3]=1[S:9]([N:12]1[CH2:16][CH2:15][CH2:14][CH2:13]1)(=[O:11])=[O:10].[OH2:17].Cl[C:19](Cl)(Cl)[C:20]([CH3:23])(O)[CH3:21].[OH-:26].[Na+]. The catalyst is CC(C)=O. The product is [Cl:8][C:5]1[CH:6]=[CH:7][C:2]([O:1][C:20]([CH3:23])([CH3:21])[C:19]([OH:26])=[O:17])=[C:3]([S:9]([N:12]2[CH2:13][CH2:14][CH2:15][CH2:16]2)(=[O:11])=[O:10])[CH:4]=1. The yield is 0.270. (3) The reactants are [NH2:1][C:2]1[N:3]([CH3:22])[C:4](=[O:21])[C@:5]2([N:20]=1)[C:14]1[CH:13]=[C:12](Br)[CH:11]=[CH:10][C:9]=1[O:8][C@H:7]1[CH2:16][CH2:17][CH2:18][O:19][C@H:6]21.[Cl:23][C:24]1[CH:25]=[C:26](B(O)O)[CH:27]=[C:28]([F:30])[CH:29]=1.F[C:35]1C(B(O)O)=CC=CN=1. No catalyst specified. The product is [NH2:1][C:2]1[N:3]([CH3:22])[C:4](=[O:21])[C@:5]2([N:20]=1)[C:14]1[CH:13]=[C:12]([C:26]3[CH:27]=[C:28]([F:30])[CH:29]=[C:24]([Cl:23])[CH:25]=3)[CH:11]=[CH:10][C:9]=1[O:8][C@H:7]1[CH2:16][CH2:17][CH2:18][O:19][C@:6]21[CH3:35]. The yield is 0.100. (4) The reactants are [OH:1][C@@H:2]1[CH2:6][CH2:5][N:4]([C:7]2[CH:12]=[CH:11][C:10]([S:13]([NH:16][C:17]3[S:18][CH:19]=[CH:20][N:21]=3)(=[O:15])=[O:14])=[CH:9][CH:8]=2)[C:3]1=[O:22].CCN(C(C)C)C(C)C.[CH3:32][O:33][C:34]1[CH:39]=[CH:38][C:37]([S:40](Cl)(=[O:42])=[O:41])=[CH:36][CH:35]=1. The catalyst is C(Cl)Cl. The product is [OH:1][C@@H:2]1[CH2:6][CH2:5][N:4]([C:7]2[CH:12]=[CH:11][C:10]([S:13]([N:16]([S:40]([C:37]3[CH:36]=[CH:35][C:34]([O:33][CH3:32])=[CH:39][CH:38]=3)(=[O:42])=[O:41])[C:17]3[S:18][CH:19]=[CH:20][N:21]=3)(=[O:14])=[O:15])=[CH:9][CH:8]=2)[C:3]1=[O:22]. The yield is 0.900. (5) The reactants are C1C=CC(P(C2C=CC=CC=2)C2C=CC=CC=2)=CC=1.CCN(CC)CC.C(O)=O.[Cl:30][C:31]1[N:39]=[C:38](Cl)[C:37]([F:41])=[CH:36][C:32]=1[C:33]([OH:35])=[O:34]. The catalyst is CC([O-])=O.CC([O-])=O.[Pd+2].CN(C=O)C. The product is [Cl:30][C:31]1[N:39]=[CH:38][C:37]([F:41])=[CH:36][C:32]=1[C:33]([OH:35])=[O:34]. The yield is 0.880. (6) The reactants are FC(F)(F)[C:3](O)=[O:4].[CH3:8][CH:9]([S:11]([N:14]1[CH2:19][CH2:18][CH:17]([C:20]2[C:28]3[C:23](=[C:24]([C:40]([NH2:42])=[O:41])[CH:25]=[C:26]([C:29]4[CH:33]=[C:32]([CH2:34][N:35]([CH3:39])[CH2:36][CH2:37]C)[S:31][CH:30]=4)[CH:27]=3)[NH:22][CH:21]=2)[CH2:16][CH2:15]1)(=[O:13])=[O:12])[CH3:10].CNCCC. No catalyst specified. The product is [CH3:10][CH:9]([S:11]([N:14]1[CH2:19][CH2:18][CH:17]([C:20]2[C:28]3[C:23](=[C:24]([C:40]([NH2:42])=[O:41])[CH:25]=[C:26]([C:29]4[CH:33]=[C:32]([CH2:34][N:35]([CH3:39])[CH2:36][CH2:37][O:4][CH3:3])[S:31][CH:30]=4)[CH:27]=3)[NH:22][CH:21]=2)[CH2:16][CH2:15]1)(=[O:13])=[O:12])[CH3:8]. The yield is 0.694. (7) The reactants are [OH-].[Li+].[F:3][C:4]1[CH:5]=[C:6]([C:10]2[CH:18]=[C:17]3[C:13]([CH2:14][CH2:15][CH:16]3[O:19][C:20]3[CH:21]=[C:22]([CH:29]=[CH:30][CH:31]=3)[O:23][CH2:24][C:25]([O:27]C)=[O:26])=[CH:12][CH:11]=2)[CH:7]=[CH:8][CH:9]=1. The catalyst is C1COCC1. The product is [F:3][C:4]1[CH:5]=[C:6]([C:10]2[CH:18]=[C:17]3[C:13]([CH2:14][CH2:15][CH:16]3[O:19][C:20]3[CH:21]=[C:22]([CH:29]=[CH:30][CH:31]=3)[O:23][CH2:24][C:25]([OH:27])=[O:26])=[CH:12][CH:11]=2)[CH:7]=[CH:8][CH:9]=1. The yield is 0.610. (8) The catalyst is O1CCOCC1.C(OCC)(=O)C.C1C=CC(/C=C/C(/C=C/C2C=CC=CC=2)=O)=CC=1.C1C=CC(/C=C/C(/C=C/C2C=CC=CC=2)=O)=CC=1.C1C=CC(/C=C/C(/C=C/C2C=CC=CC=2)=O)=CC=1.[Pd].[Pd]. The reactants are Br[C:2]1[CH:3]=[CH:4][C:5]([Cl:8])=[N:6][CH:7]=1.[Si:9]([O:16][CH2:17][CH:18]1[CH2:23][CH2:22][NH:21][CH2:20][CH2:19]1)([C:12]([CH3:15])([CH3:14])[CH3:13])([CH3:11])[CH3:10].C1(P(C2C=CC=CC=2)C2C3OC4C(=CC=CC=4P(C4C=CC=CC=4)C4C=CC=CC=4)C(C)(C)C=3C=CC=2)C=CC=CC=1.CC(C)([O-])C.[Na+]. The product is [Si:9]([O:16][CH2:17][CH:18]1[CH2:19][CH2:20][N:21]([C:2]2[CH:3]=[CH:4][C:5]([Cl:8])=[N:6][CH:7]=2)[CH2:22][CH2:23]1)([C:12]([CH3:15])([CH3:14])[CH3:13])([CH3:11])[CH3:10]. The yield is 0.0900.